Dataset: Catalyst prediction with 721,799 reactions and 888 catalyst types from USPTO. Task: Predict which catalyst facilitates the given reaction. (1) Reactant: C[O:2][C:3]1[CH:8]=[CH:7][C:6]([C:9]2[N:13]([C:14]3[S:15][CH:16]=[CH:17][CH:18]=3)[C:12]3[CH:19]=[CH:20][CH:21]=[CH:22][C:11]=3[N:10]=2)=[CH:5][CH:4]=1.CC(C)=O.C(OCC)C. The catalyst class is: 81. Product: [S:15]1[CH:16]=[CH:17][CH:18]=[C:14]1[N:13]1[C:12]2[CH:19]=[CH:20][CH:21]=[CH:22][C:11]=2[N:10]=[C:9]1[C:6]1[CH:5]=[CH:4][C:3]([OH:2])=[CH:8][CH:7]=1. (2) Reactant: [CH:1]([O:4][C:5]1[CH:12]=[CH:11][C:10](B2OC(C)(C)C(C)(C)O2)=[CH:9][C:6]=1[C:7]#[N:8])([CH3:3])[CH3:2].Br[C:23]1[N:27]=[C:26]([C:28]2[CH:36]=[CH:35][CH:34]=[C:33]3[C:29]=2[CH2:30][CH2:31][C@@H:32]3[NH:37][C:38](=[O:44])[O:39][C:40]([CH3:43])([CH3:42])[CH3:41])[S:25][N:24]=1.N#N. Product: [C:7]([C:6]1[CH:9]=[C:10]([C:23]2[N:27]=[C:26]([C:28]3[CH:36]=[CH:35][CH:34]=[C:33]4[C:29]=3[CH2:30][CH2:31][C@@H:32]4[NH:37][C:38](=[O:44])[O:39][C:40]([CH3:42])([CH3:41])[CH3:43])[S:25][N:24]=2)[CH:11]=[CH:12][C:5]=1[O:4][CH:1]([CH3:2])[CH3:3])#[N:8]. The catalyst class is: 339. (3) Reactant: [C:1]([O:5][C:6](=[O:31])[CH2:7][N:8]1[C:12]2=[N:13][CH:14]=[C:15]([C:17]([O:19][CH3:20])=[O:18])[CH:16]=[C:11]2[C:10]([CH:21]2[CH2:26][CH2:25][CH2:24][CH2:23][CH2:22]2)=[C:9]1[Si](C)(C)C)([CH3:4])([CH3:3])[CH3:2].C1C(=O)N([Br:39])C(=O)C1. Product: [Br:39][C:9]1[N:8]([CH2:7][C:6]([O:5][C:1]([CH3:4])([CH3:3])[CH3:2])=[O:31])[C:12]2=[N:13][CH:14]=[C:15]([C:17]([O:19][CH3:20])=[O:18])[CH:16]=[C:11]2[C:10]=1[CH:21]1[CH2:26][CH2:25][CH2:24][CH2:23][CH2:22]1. The catalyst class is: 91. (4) Reactant: [NH2:1][CH2:2][CH2:3][CH2:4][CH2:5][CH2:6][CH2:7][CH2:8][CH2:9][N:10]1[C:22]2[C:21]3[CH:20]=[CH:19][CH:18]=[CH:17][C:16]=3[N:15]=[C:14]([NH2:23])[C:13]=2[N:12]=[C:11]1[CH2:24][CH2:25][O:26][CH3:27].C(N(CC)CC)C.[C:35]1([S:41](Cl)(=[O:43])=[O:42])[CH:40]=[CH:39][CH:38]=[CH:37][CH:36]=1. Product: [NH2:23][C:14]1[C:13]2[N:12]=[C:11]([CH2:24][CH2:25][O:26][CH3:27])[N:10]([CH2:9][CH2:8][CH2:7][CH2:6][CH2:5][CH2:4][CH2:3][CH2:2][NH:1][S:41]([C:35]3[CH:40]=[CH:39][CH:38]=[CH:37][CH:36]=3)(=[O:43])=[O:42])[C:22]=2[C:21]2[CH:20]=[CH:19][CH:18]=[CH:17][C:16]=2[N:15]=1. The catalyst class is: 4. (5) Reactant: [Br:1][C:2]1[CH:7]=[CH:6][C:5]([CH:8](Cl)[N:9]=[C:10]=[O:11])=[CH:4][CH:3]=1.[F:13][C:14]([F:29])([F:28])[C:15]1[CH:16]=[C:17]([NH:21][C:22]2[CH2:26][CH2:25][C:24](=[O:27])[CH:23]=2)[CH:18]=[CH:19][CH:20]=1.O. Product: [Br:1][C:2]1[CH:7]=[CH:6][C:5]([CH:8]2[NH:9][C:10](=[O:11])[N:21]([C:17]3[CH:18]=[CH:19][CH:20]=[C:15]([C:14]([F:13])([F:28])[F:29])[CH:16]=3)[C:22]3[CH2:26][CH2:25][C:24](=[O:27])[C:23]2=3)=[CH:4][CH:3]=1. The catalyst class is: 4. (6) Reactant: [NH2:1][CH2:2][CH2:3][C:4]1[C:12]2[C:7](=[CH:8][CH:9]=[CH:10][CH:11]=2)[NH:6][CH:5]=1.[CH3:13][N:14]([CH3:28])[C:15]1([C:22]2[CH:27]=[CH:26][CH:25]=[CH:24][CH:23]=2)[CH2:20][CH2:19][C:18](=O)[CH2:17][CH2:16]1.ClCCCl.C(O)(=O)C. Product: [NH:6]1[C:7]2[C:12](=[CH:11][CH:10]=[CH:9][CH:8]=2)[C:4]([CH2:3][CH2:2][NH:1][CH:18]2[CH2:17][CH2:16][C:15]([C:22]3[CH:23]=[CH:24][CH:25]=[CH:26][CH:27]=3)([N:14]([CH3:28])[CH3:13])[CH2:20][CH2:19]2)=[CH:5]1. The catalyst class is: 7. (7) Reactant: [C:1]1([S:7][C:8]2[CH:9]=[C:10]3[C:14](=[CH:15][CH:16]=2)[NH:13][C:12]([NH2:17])=[C:11]3[C:18]#[N:19])[CH:6]=[CH:5][CH:4]=[CH:3][CH:2]=1.[H-].[Na+].[C:22](=O)([O:34]C1C=CC([N+]([O-])=O)=CC=1)[O:23][CH2:24][CH2:25][CH2:26][N:27]1[CH2:32][CH2:31][N:30]([CH3:33])[CH2:29][CH2:28]1.O. Product: [C:1]1([S:7][C:8]2[CH:9]=[C:10]3[C:14](=[CH:15][CH:16]=2)[N:13]([C:22]([O:23][CH2:24][CH2:25][CH2:26][N:27]2[CH2:28][CH2:29][N:30]([CH3:33])[CH2:31][CH2:32]2)=[O:34])[C:12]([NH2:17])=[C:11]3[C:18]#[N:19])[CH:2]=[CH:3][CH:4]=[CH:5][CH:6]=1. The catalyst class is: 3.